The task is: Binary Classification. Given a drug SMILES string, predict its activity (active/inactive) in a high-throughput screening assay against a specified biological target.. This data is from HIV replication inhibition screening data with 41,000+ compounds from the AIDS Antiviral Screen. (1) The drug is c1ccc(C(NC2=NCCO2)C2CC2)cc1. The result is 0 (inactive). (2) The molecule is O=C1CC2(CCC(O)(c3cccc4ccccc34)C(C(=O)c3cccc4ccccc34)C2)C(=O)c2ccccc2N1. The result is 0 (inactive). (3) The compound is CCc1cccc(C)c1NC(=O)CC1C(=O)Nc2ccccc2S1=O. The result is 0 (inactive).